From a dataset of CYP1A2 inhibition data for predicting drug metabolism from PubChem BioAssay. Regression/Classification. Given a drug SMILES string, predict its absorption, distribution, metabolism, or excretion properties. Task type varies by dataset: regression for continuous measurements (e.g., permeability, clearance, half-life) or binary classification for categorical outcomes (e.g., BBB penetration, CYP inhibition). Dataset: cyp1a2_veith. (1) The molecule is C[C@H]1OC[C@@H](C[N+](C)(C)C)O1. The result is 0 (non-inhibitor). (2) The compound is c1ccc(-n2ncc3c(NCCCN4CCOCC4)ncnc32)cc1. The result is 0 (non-inhibitor). (3) The compound is COC(=O)c1cn(NC(=O)C2CCC(C(C)(C)C)CC2)c(=O)c2ccccc12. The result is 0 (non-inhibitor). (4) The compound is Cc1nn(C)cc1/C=N\NC(=O)c1csc2ccccc12. The result is 1 (inhibitor). (5) The compound is CCc1cc2c(=O)c(-c3nc4ccccc4n3C)c(C)oc2c(CN(CC)CC)c1O. The result is 0 (non-inhibitor). (6) The drug is Cc1ccc(C)c(Cn2c(C(=O)OC(C)C)cc3c2ccn3C)c1. The result is 1 (inhibitor). (7) The result is 0 (non-inhibitor). The compound is CN(C)Cc1cc(C(C)(C)C)cc(CN(C)C)c1O. (8) The compound is C=CC[C@@H]1C=C[C@@H](O/N=C(/C)CCC(=O)OC[C@@H]2O[C@H](c3ccccc3)C=C[C@@H]2Oc2ccc(OC)cc2)[C@@H](CO)O1. The result is 0 (non-inhibitor). (9) The molecule is COc1cccc(Cn2c(=O)c(-c3cccc(C#N)c3)nc3cnc(Nc4ccccc4)nc32)c1. The result is 0 (non-inhibitor).